Task: Regression. Given two drug SMILES strings and cell line genomic features, predict the synergy score measuring deviation from expected non-interaction effect.. Dataset: NCI-60 drug combinations with 297,098 pairs across 59 cell lines (1) Drug 1: C1=NC2=C(N=C(N=C2N1C3C(C(C(O3)CO)O)F)Cl)N. Cell line: HL-60(TB). Drug 2: CC(C)CN1C=NC2=C1C3=CC=CC=C3N=C2N. Synergy scores: CSS=52.8, Synergy_ZIP=3.62, Synergy_Bliss=1.99, Synergy_Loewe=-14.9, Synergy_HSA=1.34. (2) Drug 1: CN1C(=O)N2C=NC(=C2N=N1)C(=O)N. Drug 2: C(=O)(N)NO. Cell line: OVCAR-5. Synergy scores: CSS=-1.70, Synergy_ZIP=6.09, Synergy_Bliss=-1.85, Synergy_Loewe=-4.02, Synergy_HSA=-3.37. (3) Drug 1: C1CCC(C1)C(CC#N)N2C=C(C=N2)C3=C4C=CNC4=NC=N3. Drug 2: C1=C(C(=O)NC(=O)N1)N(CCCl)CCCl. Cell line: A498. Synergy scores: CSS=23.4, Synergy_ZIP=2.50, Synergy_Bliss=7.52, Synergy_Loewe=2.65, Synergy_HSA=6.85. (4) Drug 1: C1=CN(C=N1)CC(O)(P(=O)(O)O)P(=O)(O)O. Drug 2: C1=NNC2=C1C(=O)NC=N2. Cell line: 786-0. Synergy scores: CSS=-0.602, Synergy_ZIP=1.22, Synergy_Bliss=2.43, Synergy_Loewe=-1.15, Synergy_HSA=-0.739. (5) Drug 1: C1=C(C(=O)NC(=O)N1)F. Drug 2: C1CC(CNC1)C2=CC=C(C=C2)N3C=C4C=CC=C(C4=N3)C(=O)N. Cell line: OVCAR3. Synergy scores: CSS=24.4, Synergy_ZIP=-5.96, Synergy_Bliss=-5.68, Synergy_Loewe=-9.74, Synergy_HSA=-2.17. (6) Drug 1: CC1=C(C=C(C=C1)NC2=NC=CC(=N2)N(C)C3=CC4=NN(C(=C4C=C3)C)C)S(=O)(=O)N.Cl. Drug 2: C1CCN(CC1)CCOC2=CC=C(C=C2)C(=O)C3=C(SC4=C3C=CC(=C4)O)C5=CC=C(C=C5)O. Cell line: A498. Synergy scores: CSS=-0.597, Synergy_ZIP=1.42, Synergy_Bliss=3.29, Synergy_Loewe=-2.94, Synergy_HSA=-0.0937.